From a dataset of Forward reaction prediction with 1.9M reactions from USPTO patents (1976-2016). Predict the product of the given reaction. (1) Given the reactants [Cl:1][C:2]1[N:7]=[C:6](Cl)[C:5]([C:9]#[N:10])=[CH:4][N:3]=1.[Br-].[CH:12]1([Zn+])[CH2:14][CH2:13]1, predict the reaction product. The product is: [Cl:1][C:2]1[N:7]=[C:6]([CH:12]2[CH2:14][CH2:13]2)[C:5]([C:9]#[N:10])=[CH:4][N:3]=1. (2) Given the reactants [C:1]([C:3]1[CH:4]=[N:5][C:6]2[CH2:7][C:8]3[C:9]([N:28]=[CH:29][N:30]=3)=[CH:10][C:11]=2[C:12]=1[N:13]([C:16]1[CH:21]=[C:20](OC)[C:19]([O:24][CH3:25])=[C:18](OC)[CH:17]=1)[CH:14]=[O:15])#[N:2].N[C:32]1[CH:33]=[C:34]2C(=[CH:40][C:41]=1N)N=CC(C#N)=C2N[C:32]1[CH:41]=[CH:40]C(O[C:32]2[CH:41]=[CH:40]C=[CH:34][CH:33]=2)=[CH:34][CH:33]=1.C(OC(OCC)OCC)(=O)C, predict the reaction product. The product is: [C:1]([C:3]1[CH:4]=[N:5][C:6]2[CH2:7][C:8]3[C:9]([N:28]=[CH:29][N:30]=3)=[CH:10][C:11]=2[C:12]=1[N:13]([C:16]1[CH:21]=[CH:20][C:19]([O:24][C:25]2[CH:34]=[CH:33][CH:32]=[CH:41][CH:40]=2)=[CH:18][CH:17]=1)[CH:14]=[O:15])#[N:2]. (3) Given the reactants C(OC([NH:8][CH2:9][CH2:10][CH:11]([N:13]1[C:17]2=[N:18][C:19]([C:22]([O:24][CH2:25][CH3:26])=[O:23])=[CH:20][CH:21]=[C:16]2[CH:15]=[C:14]1[C:27]([O:29][CH2:30][CH3:31])=[O:28])[CH3:12])=O)(C)(C)C.C(O)(C(F)(F)F)=O, predict the reaction product. The product is: [NH2:8][CH2:9][CH2:10][CH:11]([N:13]1[C:17]2=[N:18][C:19]([C:22]([O:24][CH2:25][CH3:26])=[O:23])=[CH:20][CH:21]=[C:16]2[CH:15]=[C:14]1[C:27]([O:29][CH2:30][CH3:31])=[O:28])[CH3:12]. (4) Given the reactants [Br:1][C:2]1[CH:11]=[CH:10][C:5]2[C:6](=[O:9])[O:7][CH2:8][C:4]=2[C:3]=1I.[CH2:13]([Sn](CCCC)(CCCC)CCCC)[CH:14]=[CH2:15].[Li+].[Cl-].CCOC(C)=O, predict the reaction product. The product is: [Br:1][C:2]1[CH:11]=[CH:10][C:5]2[C:6](=[O:9])[O:7][CH2:8][C:4]=2[C:3]=1[CH2:15][CH:14]=[CH2:13]. (5) The product is: [Cl:49][C:41]1[CH:42]=[C:43]([Cl:48])[C:44]([O:46][CH3:47])=[CH:45][C:40]=1[NH:39][C:31]1[C:30]2[C:35](=[CH:36][C:27](/[CH:4]=[CH:3]/[CH2:2][CH2:1][N:5]3[CH2:6][CH2:7][N:8]([CH3:11])[CH2:9][CH2:10]3)=[C:28]([O:50][CH3:51])[CH:29]=2)[N:34]=[CH:33][C:32]=1[C:37]#[N:38]. Given the reactants [CH2:1]([N:5]1[CH2:10][CH2:9][N:8]([CH3:11])[CH2:7][CH2:6]1)[CH2:2][C:3]#[CH:4].CC1(C)C(C)(C)OBO1.FC(F)(F)S(O[C:27]1[CH:36]=[C:35]2[C:30]([C:31]([NH:39][C:40]3[CH:45]=[C:44]([O:46][CH3:47])[C:43]([Cl:48])=[CH:42][C:41]=3[Cl:49])=[C:32]([C:37]#[N:38])[CH:33]=[N:34]2)=[CH:29][C:28]=1[O:50][CH3:51])(=O)=O, predict the reaction product.